From a dataset of Full USPTO retrosynthesis dataset with 1.9M reactions from patents (1976-2016). Predict the reactants needed to synthesize the given product. Given the product [CH3:112][C:68]1[CH:67]=[C:66]([O:65][CH2:45][CH2:46][CH2:47][CH2:48][CH2:49][CH2:50][CH2:51][CH2:52][CH2:53][CH2:54][CH2:55][CH2:56][CH2:57][CH2:58][CH2:59][CH2:60][CH2:61][CH2:62][CH2:63][CH3:64])[C:71]([CH:2]([CH3:3])[CH3:1])=[CH:70][C:69]=1[N:72]=[C:73]([C:75]1[CH:80]=[CH:79][CH:78]=[C:77]([C:81](=[N:83][C:84]2[CH:89]=[C:88]([CH:33]([CH3:36])[CH3:34])[C:87]([O:90][CH2:91][CH2:92][CH2:93][CH2:94][CH2:95][CH2:96][CH2:97][CH2:98][CH2:99][CH2:100][CH2:101][CH2:102][CH2:103][CH2:104][CH2:105][CH2:106][CH2:107][CH2:108][CH2:109][CH3:110])=[CH:86][C:85]=2[CH3:111])[CH3:82])[N:76]=1)[CH3:74], predict the reactants needed to synthesize it. The reactants are: [CH3:1][C:2]1C=C(OCCCCCCCCCCCCCCCCCCCC)C(C(C)C)=C[C:3]=1N.[C:33]([C:36]1C=CC=C(C(=O)C)N=1)(=O)[CH3:34].[CH2:45]([O:65][C:66]1[CH:71]=[CH:70][C:69]([N:72]=[C:73]([C:75]2[CH:80]=[CH:79][CH:78]=[C:77]([C:81](=[N:83][C:84]3[CH:89]=[CH:88][C:87]([O:90][CH2:91][CH2:92][CH2:93][CH2:94][CH2:95][CH2:96][CH2:97][CH2:98][CH2:99][CH2:100][CH2:101][CH2:102][CH2:103][CH2:104][CH2:105][CH2:106][CH2:107][CH2:108][CH2:109][CH3:110])=[CH:86][C:85]=3[CH3:111])[CH3:82])[N:76]=2)[CH3:74])=[C:68]([CH3:112])[CH:67]=1)[CH2:46][CH2:47][CH2:48][CH2:49][CH2:50][CH2:51][CH2:52][CH2:53][CH2:54][CH2:55][CH2:56][CH2:57][CH2:58][CH2:59][CH2:60][CH2:61][CH2:62][CH2:63][CH3:64].